This data is from Forward reaction prediction with 1.9M reactions from USPTO patents (1976-2016). The task is: Predict the product of the given reaction. (1) Given the reactants [CH3:1][O:2][C:3]1[CH:4]=[C:5]2[C:11](B3OC(C)(C)C(C)(C)O3)=[CH:10][N:9]([S:21]([C:24]3[CH:29]=[CH:28][CH:27]=[CH:26][CH:25]=3)(=[O:23])=[O:22])[C:6]2=[N:7][CH:8]=1.[Cl:30][C:31]1[CH:36]=[C:35](I)[CH:34]=[C:33]([Cl:38])[N:32]=1.C(=O)([O-])[O-].[Na+].[Na+], predict the reaction product. The product is: [Cl:30][C:31]1[CH:36]=[C:35]([C:11]2[C:5]3[C:6](=[N:7][CH:8]=[C:3]([O:2][CH3:1])[CH:4]=3)[N:9]([S:21]([C:24]3[CH:25]=[CH:26][CH:27]=[CH:28][CH:29]=3)(=[O:23])=[O:22])[CH:10]=2)[CH:34]=[C:33]([Cl:38])[N:32]=1. (2) Given the reactants Br.[CH3:2][C:3]1([CH3:26])[CH2:12][CH2:11][C:10]([CH3:14])([CH3:13])[C:9]2[CH:8]=[C:7]([C:15]3[N:16]=[C:17]([CH:20]4[CH2:25][CH2:24][NH:23][CH2:22][CH2:21]4)[S:18][CH:19]=3)[CH:6]=[CH:5][C:4]1=2.[N:27]1[CH:32]=[CH:31][C:30]([CH2:33][C:34](O)=[O:35])=[CH:29][CH:28]=1.CN1CCOCC1.CCN=C=NCCCN(C)C.Cl.C1C=CC2N(O)N=NC=2C=1.[Cl-].[NH4+], predict the reaction product. The product is: [N:27]1[CH:32]=[CH:31][C:30]([CH2:33][C:34]([N:23]2[CH2:24][CH2:25][CH:20]([C:17]3[S:18][CH:19]=[C:15]([C:7]4[CH:6]=[CH:5][C:4]5[C:3]([CH3:26])([CH3:2])[CH2:12][CH2:11][C:10]([CH3:13])([CH3:14])[C:9]=5[CH:8]=4)[N:16]=3)[CH2:21][CH2:22]2)=[O:35])=[CH:29][CH:28]=1. (3) The product is: [F:33][C:32]([F:35])([F:34])[C:73]([OH:38])=[O:74].[NH2:37][C:40]1[CH:45]=[CH:44][C:43]([CH2:46][CH2:47][C:48]2[N:53]=[C:52]([NH2:54])[N:51]=[C:50]([NH:55][C:56]3[CH:57]=[CH:58][C:59]([O:62][C:63]4[CH:68]=[CH:67][N:66]=[C:65]([C:69]([F:71])([F:72])[F:70])[CH:64]=4)=[CH:60][CH:61]=3)[CH:49]=2)=[CH:42][CH:41]=1. Given the reactants [N+](C1C=CC(/C=C/C2N=C(NC3C=CC(OC4C=CN=C([C:32]([F:35])([F:34])[F:33])C=4)=CC=3)N=C(N)C=2)=CC=1)([O-])=O.[N+:37]([C:40]1[CH:45]=[CH:44][C:43](/[CH:46]=[CH:47]\[C:48]2[N:53]=[C:52]([NH2:54])[N:51]=[C:50]([NH:55][C:56]3[CH:61]=[CH:60][C:59]([O:62][C:63]4[CH:68]=[CH:67][N:66]=[C:65]([C:69]([F:72])([F:71])[F:70])[CH:64]=4)=[CH:58][CH:57]=3)[CH:49]=2)=[CH:42][CH:41]=1)([O-])=[O:38].[CH3:73][OH:74], predict the reaction product.